From a dataset of Forward reaction prediction with 1.9M reactions from USPTO patents (1976-2016). Predict the product of the given reaction. (1) Given the reactants [CH2:1]([C:5]1=[CH:6][N:7]([C:25]([CH3:28])([CH3:27])[CH3:26])[S:8]/[C:9]/1=[N:10]\[C:11]([CH:13]1[CH2:17][CH2:16][N:15](C(OC(C)(C)C)=O)[CH2:14]1)=[O:12])[CH2:2][CH2:3][CH3:4].FC(F)(F)C(O)=O.C(=O)(O)[O-].[Na+], predict the reaction product. The product is: [CH2:1]([C:5]1=[CH:6][N:7]([C:25]([CH3:26])([CH3:28])[CH3:27])[S:8]/[C:9]/1=[N:10]\[C:11]([CH:13]1[CH2:17][CH2:16][NH:15][CH2:14]1)=[O:12])[CH2:2][CH2:3][CH3:4]. (2) Given the reactants [Na].[NH2:2][C:3]1[N:7]=[CH:6][NH:5][N:4]=1.[Cl:8][C:9]1[CH:16]=[CH:15][C:12]([CH2:13]Cl)=[CH:11][CH:10]=1, predict the reaction product. The product is: [Cl:8][C:9]1[CH:16]=[CH:15][C:12]([CH2:13][N:5]2[CH:6]=[N:7][C:3]([NH2:2])=[N:4]2)=[CH:11][CH:10]=1. (3) Given the reactants [CH3:1][O:2][C:3]1[CH:4]=[C:5]2[C:9](=[CH:10][C:11]=1[O:12][CH3:13])[NH:8][C:7]([CH2:14][OH:15])=[C:6]2[C:16]1[CH:21]=[CH:20][C:19]([O:22][CH3:23])=[CH:18][CH:17]=1, predict the reaction product. The product is: [CH3:1][O:2][C:3]1[CH:4]=[C:5]2[C:9](=[CH:10][C:11]=1[O:12][CH3:13])[NH:8][C:7]([CH:14]=[O:15])=[C:6]2[C:16]1[CH:17]=[CH:18][C:19]([O:22][CH3:23])=[CH:20][CH:21]=1. (4) The product is: [CH3:1][O:2][CH:3]1[O:8][CH2:7][CH:6]([CH2:9][O:10][C:11]2[CH:16]=[CH:15][N:14]=[C:13]([CH2:18][OH:22])[C:12]=2[CH3:19])[CH2:5][O:4]1. Given the reactants [CH3:1][O:2][CH:3]1[O:8][CH2:7][CH:6]([CH2:9][O:10][C:11]2[CH:16]=[CH:15][N+:14]([O-])=[C:13]([CH3:18])[C:12]=2[CH3:19])[CH2:5][O:4]1.C(OC(=O)C)(=[O:22])C, predict the reaction product.